From a dataset of NCI-60 drug combinations with 297,098 pairs across 59 cell lines. Regression. Given two drug SMILES strings and cell line genomic features, predict the synergy score measuring deviation from expected non-interaction effect. (1) Drug 1: CS(=O)(=O)C1=CC(=C(C=C1)C(=O)NC2=CC(=C(C=C2)Cl)C3=CC=CC=N3)Cl. Drug 2: C1CNP(=O)(OC1)N(CCCl)CCCl. Cell line: K-562. Synergy scores: CSS=-1.96, Synergy_ZIP=-5.46, Synergy_Bliss=-18.3, Synergy_Loewe=-22.7, Synergy_HSA=-18.4. (2) Drug 1: C1=NC2=C(N=C(N=C2N1C3C(C(C(O3)CO)O)F)Cl)N. Drug 2: C1=CC=C(C(=C1)C(C2=CC=C(C=C2)Cl)C(Cl)Cl)Cl. Cell line: SK-OV-3. Synergy scores: CSS=-3.62, Synergy_ZIP=0.241, Synergy_Bliss=-2.33, Synergy_Loewe=-4.10, Synergy_HSA=-4.45. (3) Drug 1: C1CN1P(=S)(N2CC2)N3CC3. Drug 2: CC1=C2C(C(=O)C3(C(CC4C(C3C(C(C2(C)C)(CC1OC(=O)C(C(C5=CC=CC=C5)NC(=O)C6=CC=CC=C6)O)O)OC(=O)C7=CC=CC=C7)(CO4)OC(=O)C)O)C)OC(=O)C. Cell line: HL-60(TB). Synergy scores: CSS=49.0, Synergy_ZIP=0.0687, Synergy_Bliss=-0.770, Synergy_Loewe=-21.8, Synergy_HSA=-2.10. (4) Drug 1: C1=NC2=C(N1)C(=S)N=C(N2)N. Drug 2: CC(C)NC(=O)C1=CC=C(C=C1)CNNC.Cl. Cell line: 786-0. Synergy scores: CSS=40.9, Synergy_ZIP=2.90, Synergy_Bliss=3.47, Synergy_Loewe=-23.6, Synergy_HSA=2.61. (5) Drug 1: COCCOC1=C(C=C2C(=C1)C(=NC=N2)NC3=CC=CC(=C3)C#C)OCCOC.Cl. Drug 2: N.N.Cl[Pt+2]Cl. Cell line: TK-10. Synergy scores: CSS=18.6, Synergy_ZIP=-7.41, Synergy_Bliss=-0.439, Synergy_Loewe=-3.07, Synergy_HSA=1.38. (6) Drug 1: C1CCC(CC1)NC(=O)N(CCCl)N=O. Drug 2: CC(C1=C(C=CC(=C1Cl)F)Cl)OC2=C(N=CC(=C2)C3=CN(N=C3)C4CCNCC4)N. Cell line: HCT-15. Synergy scores: CSS=27.6, Synergy_ZIP=-1.44, Synergy_Bliss=4.36, Synergy_Loewe=1.60, Synergy_HSA=3.46.